Dataset: Catalyst prediction with 721,799 reactions and 888 catalyst types from USPTO. Task: Predict which catalyst facilitates the given reaction. (1) Reactant: [NH2:1][C:2]1[C:10]2[C:9]([CH3:11])=[N:8][C:7]([C:12]3[CH:17]=[CH:16][C:15]([O:18][CH:19]([CH3:21])[CH3:20])=[CH:14][CH:13]=3)=[N:6][C:5]=2[S:4][C:3]=1[C:22]([NH2:24])=[O:23].[O:25]=[C:26](Cl)OC(Cl)(Cl)Cl.O. Product: [CH3:11][C:9]1[C:10]2[C:2]3[NH:1][C:26](=[O:25])[NH:24][C:22](=[O:23])[C:3]=3[S:4][C:5]=2[N:6]=[C:7]([C:12]2[CH:13]=[CH:14][C:15]([O:18][CH:19]([CH3:21])[CH3:20])=[CH:16][CH:17]=2)[N:8]=1. The catalyst class is: 12. (2) Reactant: [C:1]([OH:9])(=O)[C:2]1[CH:7]=[CH:6][CH:5]=[CH:4][CH:3]=1.C1N=CN(C(N2C=NC=C2)=O)C=1.Cl.[NH2:23][CH2:24][C:25]1[CH:30]=[CH:29][C:28]([N:31]2[C:35]3=[N:36][CH:37]=[C:38]([C:40]4[CH:41]=[N:42][CH:43]=[CH:44][CH:45]=4)[CH:39]=[C:34]3[N:33]=[C:32]2[C:46]2[C:47]([NH2:52])=[N:48][CH:49]=[CH:50][CH:51]=2)=[CH:27][CH:26]=1. Product: [NH2:52][C:47]1[C:46]([C:32]2[N:31]([C:28]3[CH:27]=[CH:26][C:25]([CH2:24][NH:23][C:1](=[O:9])[C:2]4[CH:3]=[CH:4][CH:5]=[CH:6][CH:7]=4)=[CH:30][CH:29]=3)[C:35]3=[N:36][CH:37]=[C:38]([C:40]4[CH:41]=[N:42][CH:43]=[CH:44][CH:45]=4)[CH:39]=[C:34]3[N:33]=2)=[CH:51][CH:50]=[CH:49][N:48]=1. The catalyst class is: 44. (3) Reactant: Cl[C:2]1[N:7]=[C:6]([C:8]2[C:9]([C:17]3[CH:18]=[C:19]([NH:23][C:24](=[O:33])[C:25]4[C:30]([F:31])=[CH:29][CH:28]=[CH:27][C:26]=4[F:32])[CH:20]=[CH:21][CH:22]=3)=[N:10][N:11]3[CH:16]=[CH:15][CH:14]=[CH:13][C:12]=23)[CH:5]=[CH:4][N:3]=1.[NH2:34][C:35]1[CH:36]=[CH:37][C:38]([O:42][CH3:43])=[C:39]([OH:41])[CH:40]=1.Cl. Product: [F:32][C:26]1[CH:27]=[CH:28][CH:29]=[C:30]([F:31])[C:25]=1[C:24]([NH:23][C:19]1[CH:20]=[CH:21][CH:22]=[C:17]([C:9]2[C:8]([C:6]3[CH:5]=[CH:4][N:3]=[C:2]([NH:34][C:35]4[CH:36]=[CH:37][C:38]([O:42][CH3:43])=[C:39]([OH:41])[CH:40]=4)[N:7]=3)=[C:12]3[CH:13]=[CH:14][CH:15]=[CH:16][N:11]3[N:10]=2)[CH:18]=1)=[O:33]. The catalyst class is: 32. (4) Reactant: [F:1][C:2]([F:30])([F:29])[CH2:3][O:4][C:5]1[C:10]2[C:11]([O:14][CH2:15][CH:16]3[CH2:21][CH2:20][N:19](C(OC(C)(C)C)=O)[CH2:18][CH2:17]3)=[N:12][O:13][C:9]=2[CH:8]=[CH:7][CH:6]=1.O.ClCCl.N. Product: [NH:19]1[CH2:20][CH2:21][CH:16]([CH2:15][O:14][C:11]2[C:10]3[C:5]([O:4][CH2:3][C:2]([F:1])([F:29])[F:30])=[CH:6][CH:7]=[CH:8][C:9]=3[O:13][N:12]=2)[CH2:17][CH2:18]1. The catalyst class is: 209. (5) Reactant: [Br:1][C:2]1[CH:3]=[C:4]([OH:10])[C:5]([I:9])=[N:6][C:7]=1[Cl:8].O[CH2:12][C@@H:13]1[CH2:17][CH2:16][N:15]([C:18]([O:20][C:21]([CH3:24])([CH3:23])[CH3:22])=[O:19])[CH2:14]1.C1(P(C2C=CC=CC=2)C2C=CC=CC=2)C=CC=CC=1.N(C(OC(C)C)=O)=NC(OC(C)C)=O. Product: [Br:1][C:2]1[CH:3]=[C:4]([O:10][CH2:12][C@@H:13]2[CH2:17][CH2:16][N:15]([C:18]([O:20][C:21]([CH3:22])([CH3:24])[CH3:23])=[O:19])[CH2:14]2)[C:5]([I:9])=[N:6][C:7]=1[Cl:8]. The catalyst class is: 11. (6) Reactant: [CH3:1][C:2]1([CH2:8][S:9]([CH2:12][CH2:13][S:14]([OH:17])(=[O:16])=[O:15])(=[O:11])=[O:10])[CH2:6][O:5][C:4](=[O:7])[NH:3]1.C(O[Cl:23])CCC. Product: [Cl:23][N:3]1[C:2]([CH2:8][S:9]([CH2:12][CH2:13][S:14]([OH:17])(=[O:16])=[O:15])(=[O:10])=[O:11])([CH3:1])[CH2:6][O:5][C:4]1=[O:7]. The catalyst class is: 5.